Dataset: Forward reaction prediction with 1.9M reactions from USPTO patents (1976-2016). Task: Predict the product of the given reaction. (1) Given the reactants [NH2:1][CH:2]1[CH2:5][N:4]([C:6]([C:8]2[CH:9]=[C:10]([CH:23]=[CH:24][C:25]=2[F:26])[CH2:11][C:12]2[C:21]3[C:16](=[CH:17][CH:18]=[CH:19][CH:20]=3)[C:15](=[O:22])[NH:14][N:13]=2)=[O:7])[CH2:3]1.[F:27][C:28]([F:34])([F:33])[CH:29]([CH3:32])[CH:30]=O.C(O[BH-](OC(=O)C)OC(=O)C)(=O)C.[Na+], predict the reaction product. The product is: [F:26][C:25]1[CH:24]=[CH:23][C:10]([CH2:11][C:12]2[C:21]3[C:16](=[CH:17][CH:18]=[CH:19][CH:20]=3)[C:15](=[O:22])[NH:14][N:13]=2)=[CH:9][C:8]=1[C:6]([N:4]1[CH2:3][CH:2]([NH:1][CH2:30][CH:29]([CH3:32])[C:28]([F:34])([F:33])[F:27])[CH2:5]1)=[O:7]. (2) The product is: [CH2:11]([O:10][C:8]([C:2]1([NH:1][C:26]([O:28][CH:29]2[CH2:31][CH2:38][O:33][CH2:34][CH2:32]2)=[O:27])[CH2:7][CH2:6][CH2:5][CH2:4][CH2:3]1)=[O:9])[C:12]1[CH:13]=[CH:14][CH:15]=[CH:16][CH:17]=1. Given the reactants [NH2:1][C:2]1([C:8]([O:10][CH2:11][C:12]2[CH:17]=[CH:16][CH:15]=[CH:14][CH:13]=2)=[O:9])[CH2:7][CH2:6][CH2:5][CH2:4][CH2:3]1.[C:26](O[C:26]([O:28][C:29]([CH3:32])([CH3:31])C)=[O:27])([O:28][C:29](C)([CH3:32])[CH3:31])=[O:27].[O:33]1[CH2:38]CC(O)C[CH2:34]1.C(N(CC)C(C)C)(C)C, predict the reaction product. (3) Given the reactants [CH2:1]([O:8][C:9]1[CH:10]=[C:11]([C@@H:15]([C@H:17]([C:19]2[CH:24]=[CH:23][CH:22]=[C:21]([O:25][CH2:26][C:27]3[CH:32]=[CH:31][CH:30]=[CH:29][CH:28]=3)[CH:20]=2)[OH:18])[OH:16])[CH:12]=[CH:13][CH:14]=1)[C:2]1[CH:7]=[CH:6][CH:5]=[CH:4][CH:3]=1.[S:33](Cl)([C:36]1[CH:42]=[CH:41][C:39]([CH3:40])=[CH:38][CH:37]=1)(=[O:35])=[O:34], predict the reaction product. The product is: [CH2:1]([O:8][C:9]1[CH:10]=[C:11]([C@H:15]([O:16][S:33]([C:36]2[CH:42]=[CH:41][C:39]([CH3:40])=[CH:38][CH:37]=2)(=[O:35])=[O:34])[C@H:17]([C:19]2[CH:24]=[CH:23][CH:22]=[C:21]([O:25][CH2:26][C:27]3[CH:32]=[CH:31][CH:30]=[CH:29][CH:28]=3)[CH:20]=2)[O:18][S:33]([C:36]2[CH:42]=[CH:41][C:39]([CH3:40])=[CH:38][CH:37]=2)(=[O:35])=[O:34])[CH:12]=[CH:13][CH:14]=1)[C:2]1[CH:7]=[CH:6][CH:5]=[CH:4][CH:3]=1. (4) Given the reactants Cl.Cl.[CH3:3][O:4][C:5]1[CH:10]=[CH:9][C:8]([NH:11][C:12]2[C:13]([NH2:18])=[CH:14][CH:15]=[CH:16][CH:17]=2)=[CH:7][CH:6]=1.[CH:19]1([CH2:22][C:23](O)=[O:24])[CH2:21][CH2:20]1.CCN(CC)CC.[N-]=C=O, predict the reaction product. The product is: [CH:19]1([CH2:22][C:23]([NH:18][C:13]2[CH:14]=[CH:15][CH:16]=[CH:17][C:12]=2[NH:11][C:8]2[CH:7]=[CH:6][C:5]([O:4][CH3:3])=[CH:10][CH:9]=2)=[O:24])[CH2:21][CH2:20]1. (5) Given the reactants [C:1]([CH2:4][CH2:5][CH2:6][N:7]([CH3:64])[C@H:8]([C:12]([NH:14][C@H:15]([C:19]([N:21]([C@@H:23]([C@@H:60]([CH3:63])[CH2:61][CH3:62])[C@H:24]([O:58][CH3:59])[CH2:25][C:26]([N:28]1[CH2:32][CH2:31][CH2:30][C@H:29]1[C@H:33]([O:56][CH3:57])[C@@H:34]([CH3:55])[C:35]([NH:37][C@@:38]1([C:47]([N:49]2[CH2:54][CH2:53][CH2:52][CH2:51][O:50]2)=[O:48])[CH2:40][C@@H:39]1[C:41]1[CH:46]=[CH:45][CH:44]=[CH:43][CH:42]=1)=[O:36])=[O:27])[CH3:22])=[O:20])[CH:16]([CH3:18])[CH3:17])=[O:13])[CH:9]([CH3:11])[CH3:10])([OH:3])=O.FC(F)(F)C(O)=O.[O:72]=[C:73]1[CH:77]=[CH:76][C:75](=[O:78])[N:74]1[CH2:79][CH2:80][CH2:81][C:82]([NH:84][CH2:85][CH2:86][NH:87][CH3:88])=[O:83].F[P-](F)(F)(F)(F)F.N1(OC(N(C)C)=[N+](C)C)C2N=CC=CC=2N=N1.C(N(CC)C(C)C)(C)C, predict the reaction product. The product is: [O:72]=[C:73]1[CH:77]=[CH:76][C:75](=[O:78])[N:74]1[CH2:79][CH2:80][CH2:81][C:82]([NH:84][CH2:85][CH2:86][N:87]([CH3:88])[C:1](=[O:3])[CH2:4][CH2:5][CH2:6][N:7]([CH3:64])[C@H:8]([C:12]([NH:14][C@H:15]([C:19]([N:21]([C@@H:23]([C@@H:60]([CH3:63])[CH2:61][CH3:62])[C@H:24]([O:58][CH3:59])[CH2:25][C:26]([N:28]1[CH2:32][CH2:31][CH2:30][C@H:29]1[C@H:33]([O:56][CH3:57])[C@@H:34]([CH3:55])[C:35]([NH:37][C@@:38]1([C:47]([N:49]2[CH2:54][CH2:53][CH2:52][CH2:51][O:50]2)=[O:48])[CH2:40][C@@H:39]1[C:41]1[CH:46]=[CH:45][CH:44]=[CH:43][CH:42]=1)=[O:36])=[O:27])[CH3:22])=[O:20])[CH:16]([CH3:17])[CH3:18])=[O:13])[CH:9]([CH3:10])[CH3:11])=[O:83]. (6) Given the reactants C1(C2[N:8]=[C:7]([C:9]3[C:10]4[CH2:28]CCC[C:11]=4[S:12][C:13]=3[NH:14]C(N3CCC[C@@H]3C(O)=O)=O)ON=2)CC1.[CH2:29]([CH:31]1[CH2:36][CH2:35][C:34](=O)[CH2:33][CH2:32]1)[CH3:30].CC1N=C(CC#N)SC=1, predict the reaction product. The product is: [CH2:29]([CH:31]1[CH2:36][CH2:35][C:34](=[C:9]([C:13]2[S:12][CH:11]=[C:10]([CH3:28])[N:14]=2)[C:7]#[N:8])[CH2:33][CH2:32]1)[CH3:30]. (7) The product is: [NH2:30][C@@H:10]([CH2:11][CH2:12][C:13](=[O:29])[NH:14][C@@H:15]([CH3:28])[C@@H:16]([C:18]1[CH:23]=[C:22]([O:24][CH3:25])[CH:21]=[CH:20][C:19]=1[O:26][CH3:27])[OH:17])[C:9]([OH:41])=[O:8]. Given the reactants C([O:8][C:9](=[O:41])[C@@H:10]([NH:30]C(OCC1C=CC=CC=1)=O)[CH2:11][CH2:12][C:13](=[O:29])[NH:14][C@@H:15]([CH3:28])[C@@H:16]([C:18]1[CH:23]=[C:22]([O:24][CH3:25])[CH:21]=[CH:20][C:19]=1[O:26][CH3:27])[OH:17])C1C=CC=CC=1, predict the reaction product. (8) Given the reactants Cl[CH2:2][CH2:3][CH2:4][CH2:5][C:6]1([CH2:17][CH3:18])[C:14]2[C:9](=[CH:10][CH:11]=[C:12]([F:15])[CH:13]=2)[NH:8][C:7]1=[O:16].[Cl:19][C:20]1[CH:21]=[C:22]([N:27]2[CH2:32][CH2:31][NH:30][CH2:29][CH2:28]2)[CH:23]=[CH:24][C:25]=1[Cl:26], predict the reaction product. The product is: [Cl:19][C:20]1[CH:21]=[C:22]([N:27]2[CH2:32][CH2:31][N:30]([CH2:2][CH2:3][CH2:4][CH2:5][C:6]3([CH2:17][CH3:18])[C:14]4[C:9](=[CH:10][CH:11]=[C:12]([F:15])[CH:13]=4)[NH:8][C:7]3=[O:16])[CH2:29][CH2:28]2)[CH:23]=[CH:24][C:25]=1[Cl:26].